Task: Predict the reaction yield, written as a fraction of the theoretical maximum amount of product (1.0 means a 100% yield; for example, 0.34 means a 34% yield).. Dataset: Reaction yield outcomes from USPTO patents with 853,638 reactions (1) The yield is 0.900. The reactants are [CH2:1]([N:8]1C(=O)[O:11][N:10]=[C:9]1[C:14]1[C:18]([NH:19][CH2:20][C:21]2[CH:26]=[CH:25][CH:24]=[CH:23][CH:22]=2)=[N:17][O:16][N:15]=1)[C:2]1[CH:7]=[CH:6][CH:5]=[CH:4][CH:3]=1.[OH-].[Na+]. The product is [CH2:1]([NH:8][C:9]([C:14]1[C:18]([NH:19][CH2:20][C:21]2[CH:26]=[CH:25][CH:24]=[CH:23][CH:22]=2)=[N:17][O:16][N:15]=1)=[N:10][OH:11])[C:2]1[CH:3]=[CH:4][CH:5]=[CH:6][CH:7]=1. The catalyst is C(O)C.O. (2) The reactants are [C:1]([O:5][C:6]([N:8]([C:42]([O:44][C:45]([CH3:48])([CH3:47])[CH3:46])=[O:43])[C:9]1[C:10]([C:16]2[O:20][N:19]=[C:18]([C:21]3[CH:26]=[CH:25][C:24]([CH2:27][N:28]([CH:36]4[CH2:41][CH2:40][O:39][CH2:38][CH2:37]4)[C:29](=[O:35])[O:30][C:31]([CH3:34])([CH3:33])[CH3:32])=[CH:23][CH:22]=3)[CH:17]=2)=[N:11][C:12](Br)=[CH:13][N:14]=1)=[O:7])([CH3:4])([CH3:3])[CH3:2].C([O-])([O-])=O.[K+].[K+].[CH3:55][C:56]([C:60]1[CH:65]=[C:64](B2OC(C)(C)C(C)(C)O2)[CH:63]=[CH:62][N:61]=1)([CH3:59])[C:57]#[N:58]. The catalyst is C1(C)C=CC=CC=1.O. The yield is 0.680. The product is [C:1]([O:5][C:6]([N:8]([C:42]([O:44][C:45]([CH3:48])([CH3:47])[CH3:46])=[O:43])[C:9]1[C:10]([C:16]2[O:20][N:19]=[C:18]([C:21]3[CH:26]=[CH:25][C:24]([CH2:27][N:28]([CH:36]4[CH2:41][CH2:40][O:39][CH2:38][CH2:37]4)[C:29](=[O:35])[O:30][C:31]([CH3:34])([CH3:33])[CH3:32])=[CH:23][CH:22]=3)[CH:17]=2)=[N:11][C:12]([C:64]2[CH:63]=[CH:62][N:61]=[C:60]([C:56]([C:57]#[N:58])([CH3:59])[CH3:55])[CH:65]=2)=[CH:13][N:14]=1)=[O:7])([CH3:4])([CH3:3])[CH3:2]. (3) The reactants are [CH:1]([Si:4]([CH:20]([CH3:22])[CH3:21])([CH:17]([CH3:19])[CH3:18])[O:5][C:6]1[CH:7]=[C:8](Br)[C:9]2[C:14]([CH:15]=1)=[CH:13][CH:12]=[CH:11][CH:10]=2)([CH3:3])[CH3:2].[CH2:23]([C:28]1[CH:33]=[CH:32][C:31]([C:34]#[CH:35])=[CH:30][CH:29]=1)[CH2:24][CH2:25][CH2:26][CH3:27].C1C=CC(P(C2C=CC=CC=2)C2C=CC=CC=2)=CC=1. The catalyst is CCN(CC)CC.CCOCC.Cl[Pd](Cl)([P](C1C=CC=CC=1)(C1C=CC=CC=1)C1C=CC=CC=1)[P](C1C=CC=CC=1)(C1C=CC=CC=1)C1C=CC=CC=1.[Cu]I. The product is [CH2:23]([C:28]1[CH:29]=[CH:30][C:31]([C:34]#[C:35][C:8]2[C:9]3[C:14](=[CH:13][CH:12]=[CH:11][CH:10]=3)[CH:15]=[C:6]([O:5][Si:4]([CH:20]([CH3:22])[CH3:21])([CH:17]([CH3:19])[CH3:18])[CH:1]([CH3:3])[CH3:2])[CH:7]=2)=[CH:32][CH:33]=1)[CH2:24][CH2:25][CH2:26][CH3:27]. The yield is 0.330. (4) The reactants are C[N:2](C)[CH:3]=[C:4]([C:13]1C=CN=CN=1)[C:5]([C:7]1[S:8][CH:9]=[CH:10][C:11]=1[Cl:12])=O.O.[NH2:21]N.C([N:25]([CH2:28][CH3:29])[CH2:26][CH3:27])C. The catalyst is C(O)C. The product is [Cl:12][C:11]1[CH:10]=[CH:9][S:8][C:7]=1[C:5]1[C:4]([C:13]2[CH:27]=[CH:26][N:25]=[CH:28][CH:29]=2)=[CH:3][NH:2][N:21]=1. The yield is 0.550.